Task: Predict the reactants needed to synthesize the given product.. Dataset: Full USPTO retrosynthesis dataset with 1.9M reactions from patents (1976-2016) Given the product [Cl:18][C:15]1[N:14]=[CH:13][C:12]([C@@H:7]([N:25]2[CH2:26][C@@H:22]([OH:21])[C@H:23]([NH:27][C:28](=[O:37])[O:29][CH2:30][C:31]3[CH:32]=[CH:33][CH:34]=[CH:35][CH:36]=3)[CH2:24]2)[C:8]([F:11])([F:10])[F:9])=[CH:17][CH:16]=1, predict the reactants needed to synthesize it. The reactants are: FC(F)(F)S(O[C@@H:7]([C:12]1[CH:13]=[N:14][C:15]([Cl:18])=[CH:16][CH:17]=1)[C:8]([F:11])([F:10])[F:9])(=O)=O.[OH:21][C@@H:22]1[CH2:26][NH:25][CH2:24][C@H:23]1[NH:27][C:28](=[O:37])[O:29][CH2:30][C:31]1[CH:36]=[CH:35][CH:34]=[CH:33][CH:32]=1.C([O-])([O-])=O.[K+].[K+].O.